From a dataset of Full USPTO retrosynthesis dataset with 1.9M reactions from patents (1976-2016). Predict the reactants needed to synthesize the given product. Given the product [N:1]1([C:7]([N:9]2[CH2:14][CH:13]([C:15]3[CH:16]=[CH:17][C:18]([O:21][C:22]([F:23])([F:24])[F:25])=[CH:19][CH:20]=3)[CH2:12][CH:11]([C:26]3[O:28][N:35]=[C:31]([CH:32]([CH3:34])[CH3:33])[N:30]=3)[CH2:10]2)=[O:8])[CH2:2][CH2:3][O:4][CH2:5][CH2:6]1, predict the reactants needed to synthesize it. The reactants are: [N:1]1([C:7]([N:9]2[CH2:14][CH:13]([C:15]3[CH:20]=[CH:19][C:18]([O:21][C:22]([F:25])([F:24])[F:23])=[CH:17][CH:16]=3)[CH2:12][CH:11]([C:26]([OH:28])=O)[CH2:10]2)=[O:8])[CH2:6][CH2:5][O:4][CH2:3][CH2:2]1.O[NH:30][C:31](=[NH:35])[CH:32]([CH3:34])[CH3:33].